From a dataset of Reaction yield outcomes from USPTO patents with 853,638 reactions. Predict the reaction yield, written as a fraction of the theoretical maximum amount of product (1.0 means a 100% yield; for example, 0.34 means a 34% yield). (1) The reactants are [C:1]([N-:5][O:6][SiH:7]([CH3:9])[CH3:8])([CH3:4])([CH3:3])[CH3:2].[NH:10]1[CH2:17][CH2:16][CH2:15][C@H:11]1[C:12]([OH:14])=[O:13].OCCCCCC(O)=O.C(Cl)CCl.ON1C2C=CC=CC=2N=N1.C(N(CC)CC)C. The catalyst is ClCCl.CO. The product is [OH:6][NH-:5].[C:1]([N-:5][O:6][SiH:7]([CH3:9])[CH3:8])([CH3:4])([CH3:3])[CH3:2].[NH:10]1[CH2:17][CH2:16][CH2:15][C@H:11]1[C:12]([OH:14])=[O:13]. The yield is 0.920. (2) The reactants are Br[CH2:2][CH2:3][CH2:4][CH2:5][CH2:6][CH2:7][C:8]#[CH:9].[S:10]1[CH:14]=[CH:13][CH:12]=[C:11]1[C:15]1[N:23]=[C:22]([NH2:24])[N:21]=[C:20]2[C:16]=1[NH:17][CH:18]=[N:19]2.C(=O)([O-])[O-].[K+].[K+]. The catalyst is CN(C)C=O. The product is [S:10]1[CH:14]=[CH:13][CH:12]=[C:11]1[C:15]1[N:23]=[C:22]([NH2:24])[N:21]=[C:20]2[C:16]=1[N:17]=[CH:18][N:19]2[CH2:2][CH2:3][CH2:4][CH2:5][CH2:6][CH2:7][C:8]#[CH:9]. The yield is 0.870.